From a dataset of Full USPTO retrosynthesis dataset with 1.9M reactions from patents (1976-2016). Predict the reactants needed to synthesize the given product. (1) Given the product [N:14]1[CH:15]=[C:16]([NH:23][C:11]([C:8]2[C:6]3[N:7]=[C:2]([Cl:1])[N:3]=[CH:4][C:5]=3[S:10][CH:9]=2)=[O:13])[N:17]2[C:22]=1[CH:21]=[CH:20][CH:19]=[N:18]2, predict the reactants needed to synthesize it. The reactants are: [Cl:1][C:2]1[N:3]=[CH:4][C:5]2[S:10][CH:9]=[C:8]([C:11]([OH:13])=O)[C:6]=2[N:7]=1.[N:14]1[CH:15]=[C:16]([NH2:23])[N:17]2[C:22]=1[CH:21]=[CH:20][CH:19]=[N:18]2.CCN(C(C)C)C(C)C.ON1C2N=CC=CC=2N=N1.CN(C(ON1N=NC2C=CC=NC1=2)=[N+](C)C)C.F[P-](F)(F)(F)(F)F. (2) Given the product [C:27]([O:26][C:24]([N:19]1[C:18]([C:34]2[CH:42]=[CH:41][C:37]([C:38]([OH:40])=[O:39])=[CH:36][CH:35]=2)=[CH:23][O:22][CH2:21][CH2:20]1)=[O:25])([CH3:28])([CH3:29])[CH3:30], predict the reactants needed to synthesize it. The reactants are: O(P(O[C:18]1[N:19]([C:24]([O:26][C:27]([CH3:30])([CH3:29])[CH3:28])=[O:25])[CH2:20][CH2:21][O:22][CH:23]=1)(OC1C=CC=CC=1)=O)C1C=CC=CC=1.B([C:34]1[CH:42]=[CH:41][C:37]([C:38]([OH:40])=[O:39])=[CH:36][CH:35]=1)(O)O. (3) Given the product [OH:10][C:6]1[CH:5]=[CH:4][C:3]([CH2:12][C:13]([CH3:20])([CH3:21])[CH2:14][C:15]([O:17][CH2:18][CH3:19])=[O:16])=[CH:2][C:7]=1[O:8][CH3:9], predict the reactants needed to synthesize it. The reactants are: Br[C:2]1[C:7]([O:8][CH3:9])=[C:6]([OH:10])[C:5](Br)=[CH:4][C:3]=1[CH2:12][C:13]([CH3:21])([CH3:20])[CH2:14][C:15]([O:17][CH2:18][CH3:19])=[O:16].C(N(CC)CC)C. (4) Given the product [Cl:1][C:2]1[C:3]([F:40])=[C:4]([C@@H:8]2[C@:12]([C:15]3[CH:20]=[CH:19][C:18]([Cl:21])=[CH:17][C:16]=3[F:22])([C:13]#[N:14])[C@H:11]([CH2:23][C:24]([CH3:26])([CH3:27])[CH3:25])[NH:10][C@H:9]2[C:28]([NH:30][C:31]2[CH:39]=[CH:38][C:34]([C:35]([NH:41][C:42]([CH3:46])([CH3:45])[CH2:43][OH:44])=[O:37])=[CH:33][N:32]=2)=[O:29])[CH:5]=[CH:6][CH:7]=1, predict the reactants needed to synthesize it. The reactants are: [Cl:1][C:2]1[C:3]([F:40])=[C:4]([C@@H:8]2[C@:12]([C:15]3[CH:20]=[CH:19][C:18]([Cl:21])=[CH:17][C:16]=3[F:22])([C:13]#[N:14])[C@H:11]([CH2:23][C:24]([CH3:27])([CH3:26])[CH3:25])[NH:10][C@H:9]2[C:28]([NH:30][C:31]2[CH:39]=[CH:38][C:34]([C:35]([OH:37])=O)=[CH:33][N:32]=2)=[O:29])[CH:5]=[CH:6][CH:7]=1.[NH2:41][C:42]([CH3:46])([CH3:45])[CH2:43][OH:44].CN(C(ON1N=NC2C=CC=NC1=2)=[N+](C)C)C.F[P-](F)(F)(F)(F)F.CCN(C(C)C)C(C)C. (5) Given the product [Cl:18][C:12]1[CH:13]=[C:14]([N:15]=[CH:8][C:7]2[CH:6]=[CH:5][N:4]=[CH:3][C:2]=2[OH:1])[CH:16]=[CH:17][C:11]=1[F:10], predict the reactants needed to synthesize it. The reactants are: [OH:1][C:2]1[CH:3]=[N:4][CH:5]=[CH:6][C:7]=1[CH:8]=O.[F:10][C:11]1[CH:17]=[CH:16][C:14]([NH2:15])=[CH:13][C:12]=1[Cl:18]. (6) Given the product [CH3:15][C:2]1([CH3:1])[CH:3]=[C:4]([O:14][C:25]2[N:26]=[N:27][C:22]([C:16]3[CH:17]=[CH:18][CH:19]=[CH:20][CH:21]=3)=[CH:23][CH:24]=2)[C:5]2[C:10](=[CH:9][CH:8]=[C:7]([C:12]#[N:13])[CH:6]=2)[O:11]1, predict the reactants needed to synthesize it. The reactants are: [CH3:1][C:2]1([CH3:15])[O:11][C:10]2[C:5](=[CH:6][C:7]([C:12]#[N:13])=[CH:8][CH:9]=2)[CH:4]2[O:14][CH:3]12.[C:16]1([C:22]2[CH:23]=[CH:24][C:25](=O)[NH:26][N:27]=2)[CH:21]=[CH:20][CH:19]=[CH:18][CH:17]=1.